This data is from Peptide-MHC class II binding affinity with 134,281 pairs from IEDB. The task is: Regression. Given a peptide amino acid sequence and an MHC pseudo amino acid sequence, predict their binding affinity value. This is MHC class II binding data. (1) The peptide sequence is GLSGEPKGGAESSSK. The MHC is DRB1_0301 with pseudo-sequence DRB1_0301. The binding affinity (normalized) is 0.107. (2) The peptide sequence is ATVATAPEVKYTVFETALKKAITAMS. The MHC is DRB1_0404 with pseudo-sequence DRB1_0404. The binding affinity (normalized) is 0.650. (3) The peptide sequence is VKEEGKEELQEIPTM. The MHC is DRB3_0301 with pseudo-sequence DRB3_0301. The binding affinity (normalized) is 0.293. (4) The MHC is HLA-DQA10103-DQB10603 with pseudo-sequence HLA-DQA10103-DQB10603. The binding affinity (normalized) is 0.293. The peptide sequence is IRYPLTFGWCFKLVPVDPREVEEA. (5) The peptide sequence is ERRNKYLEEHPSAGK. The MHC is DRB1_0405 with pseudo-sequence DRB1_0405. The binding affinity (normalized) is 0.176. (6) The peptide sequence is KQAYAATVATAPEVK. The MHC is HLA-DQA10104-DQB10503 with pseudo-sequence HLA-DQA10104-DQB10503. The binding affinity (normalized) is 0.112. (7) The peptide sequence is LVKYEGDTMAEVELR. The MHC is HLA-DPA10201-DPB10501 with pseudo-sequence HLA-DPA10201-DPB10501. The binding affinity (normalized) is 0.145.